From a dataset of Reaction yield outcomes from USPTO patents with 853,638 reactions. Predict the reaction yield, written as a fraction of the theoretical maximum amount of product (1.0 means a 100% yield; for example, 0.34 means a 34% yield). The reactants are [F:1][C:2]([F:19])([F:18])[C:3]1[C:4]([NH2:17])=[N:5][CH:6]=[C:7]([C:9]2[S:13][C:12]3=[N:14][CH:15]=[CH:16][N:11]3[N:10]=2)[CH:8]=1.C1C(=O)N([I:27])C(=O)C1.S([O-])([O-])(=O)=S.[Na+].[Na+]. The catalyst is CN(C=O)C. The product is [F:19][C:2]([F:1])([F:18])[C:3]1[C:4]([NH2:17])=[N:5][CH:6]=[C:7]([C:9]2[S:13][C:12]3=[N:14][CH:15]=[C:16]([I:27])[N:11]3[N:10]=2)[CH:8]=1. The yield is 0.680.